Dataset: Forward reaction prediction with 1.9M reactions from USPTO patents (1976-2016). Task: Predict the product of the given reaction. (1) Given the reactants Cl[C:2]1[N:7]=[C:6]([NH:8][C@H:9]([CH2:13][CH:14]2[CH2:16][CH2:15]2)[C:10]([NH2:12])=[O:11])[CH:5]=[N:4][C:3]=1[C:17]#[N:18].Cl.[CH3:20][C:21]1[CH:25]=[C:24]([NH2:26])[S:23][N:22]=1.C([O-])([O-])=O.[K+].[K+].C1C=CC(P(C2C(C3C(P(C4C=CC=CC=4)C4C=CC=CC=4)=CC=C4C=3C=CC=C4)=C3C(C=CC=C3)=CC=2)C2C=CC=CC=2)=CC=1, predict the reaction product. The product is: [C:17]([C:3]1[N:4]=[CH:5][C:6]([NH:8][C@H:9]([CH2:13][CH:14]2[CH2:16][CH2:15]2)[C:10]([NH2:12])=[O:11])=[N:7][C:2]=1[NH:26][C:24]1[S:23][N:22]=[C:21]([CH3:20])[CH:25]=1)#[N:18]. (2) Given the reactants [Br:1][C:2]1[CH:7]=[CH:6][C:5]([NH2:8])=[C:4]([F:9])[CH:3]=1.[CH2:10]([O:17][C:18]1[CH:27]=[C:26]2[C:21]([C:22](Cl)=[N:23][CH:24]=[N:25]2)=[CH:20][C:19]=1[O:29][CH3:30])[C:11]1[CH:16]=[CH:15][CH:14]=[CH:13][CH:12]=1, predict the reaction product. The product is: [CH2:10]([O:17][C:18]1[CH:27]=[C:26]2[C:21]([C:22]([NH:8][C:5]3[CH:6]=[CH:7][C:2]([Br:1])=[CH:3][C:4]=3[F:9])=[N:23][CH:24]=[N:25]2)=[CH:20][C:19]=1[O:29][CH3:30])[C:11]1[CH:12]=[CH:13][CH:14]=[CH:15][CH:16]=1. (3) Given the reactants [CH3:1][O:2][C:3]1[C:8]2[N:9]=[C:10]([C:12]3([CH3:17])[O:16][CH2:15][CH2:14][O:13]3)[O:11][C:7]=2[CH:6]=[CH:5][CH:4]=1.[Br:18]N1C(=O)CCC1=O, predict the reaction product. The product is: [Br:18][C:6]1[C:7]2[O:11][C:10]([C:12]3([CH3:17])[O:16][CH2:15][CH2:14][O:13]3)=[N:9][C:8]=2[C:3]([O:2][CH3:1])=[CH:4][CH:5]=1. (4) Given the reactants [Br:1][C:2]1[CH:3]=[C:4]([CH2:25][N:26]2[CH:30]=[CH:29][C:28]([C:31]([O:33]CC)=[O:32])=[N:27]2)[CH:5]=[CH:6][C:7]=1[C:8]1[N:12]=[C:11]([C:13]2[CH:18]=[CH:17][C:16]([O:19][CH:20]([CH3:22])[CH3:21])=[C:15]([C:23]#[N:24])[CH:14]=2)[O:10][N:9]=1.O.[OH-].[Na+:38], predict the reaction product. The product is: [Na+:38].[Br:1][C:2]1[CH:3]=[C:4]([CH2:25][N:26]2[CH:30]=[CH:29][C:28]([C:31]([O-:33])=[O:32])=[N:27]2)[CH:5]=[CH:6][C:7]=1[C:8]1[N:12]=[C:11]([C:13]2[CH:18]=[CH:17][C:16]([O:19][CH:20]([CH3:21])[CH3:22])=[C:15]([C:23]#[N:24])[CH:14]=2)[O:10][N:9]=1. (5) Given the reactants [NH2:1][C:2]1[CH:6]=[CH:5][NH:4][N:3]=1.[OH-].[K+].Br[CH2:10][CH:11]1[CH2:13][CH2:12]1, predict the reaction product. The product is: [CH:11]1([CH2:10][N:4]2[CH:5]=[CH:6][C:2]([NH2:1])=[N:3]2)[CH2:13][CH2:12]1. (6) The product is: [Cl:53][C:54]([N:32]1[CH2:36][CH2:35][CH2:34][C@H:33]1[C:37]([O:39][C:40]([CH3:43])([CH3:42])[CH3:41])=[O:38])=[O:57]. Given the reactants N1(C(OC2C=CC(Cl)=CC=2C(=O)NC2C=CC([N+]([O-])=O)=CC=2Cl)=O)CCCC1C([O-])=O.[NH:32]1[CH2:36][CH2:35][CH2:34][C@H:33]1[C:37]([O:39][C:40]([CH3:43])([CH3:42])[CH3:41])=[O:38].C(N(C(C)C)CC)(C)C.[Cl:53][C:54]([O:57]C(=O)OC(Cl)(Cl)Cl)(Cl)Cl.ClC1C=CC(O)=C(C=1)C(NC1C=CC([N+]([O-])=O)=CC=1Cl)=O, predict the reaction product. (7) Given the reactants [Mg].Br[CH2:3][C:4]([CH3:7])([CH3:6])[CH3:5].[F:8][C:9]1[CH:14]=[CH:13][C:12]([O:15][CH3:16])=[CH:11][C:10]=1[C:17]1[C:18]([CH:33]=[O:34])=[CH:19][C:20]([O:23][CH2:24][C:25]2[CH:30]=[CH:29][C:28]([O:31][CH3:32])=[CH:27][CH:26]=2)=[CH:21][CH:22]=1.[Cl-].[NH4+], predict the reaction product. The product is: [F:8][C:9]1[CH:14]=[CH:13][C:12]([O:15][CH3:16])=[CH:11][C:10]=1[C:17]1[CH:22]=[CH:21][C:20]([O:23][CH2:24][C:25]2[CH:30]=[CH:29][C:28]([O:31][CH3:32])=[CH:27][CH:26]=2)=[CH:19][C:18]=1[CH:33]([OH:34])[CH2:3][C:4]([CH3:7])([CH3:6])[CH3:5]. (8) Given the reactants [C:1]([CH:5]1[N:14]2[C:9](=[CH:10][C:11](=[O:20])[C:12]([C:15]([O:17][CH2:18][CH3:19])=[O:16])=[CH:13]2)[C:8]2[CH:21]=[C:22]([O:26][CH3:27])[C:23]([OH:25])=[CH:24][C:7]=2[CH2:6]1)([CH3:4])([CH3:3])[CH3:2].CC1C=CC(S(O[CH2:39][CH2:40][CH2:41][O:42][CH2:43][CH2:44][N:45]([CH2:53][C:54]2[CH:59]=[CH:58][CH:57]=[CH:56][CH:55]=2)[CH2:46][C:47]2[CH:52]=[CH:51][CH:50]=[CH:49][CH:48]=2)(=O)=O)=CC=1.C([O-])([O-])=O.[K+].[K+], predict the reaction product. The product is: [C:1]([CH:5]1[N:14]2[C:9](=[CH:10][C:11](=[O:20])[C:12]([C:15]([O:17][CH2:18][CH3:19])=[O:16])=[CH:13]2)[C:8]2[CH:21]=[C:22]([O:26][CH3:27])[C:23]([O:25][CH2:39][CH2:40][CH2:41][O:42][CH2:43][CH2:44][N:45]([CH2:46][C:47]3[CH:52]=[CH:51][CH:50]=[CH:49][CH:48]=3)[CH2:53][C:54]3[CH:55]=[CH:56][CH:57]=[CH:58][CH:59]=3)=[CH:24][C:7]=2[CH2:6]1)([CH3:2])([CH3:3])[CH3:4]. (9) The product is: [F:31][C:32]1[CH:37]=[C:36]([F:38])[CH:35]=[CH:34][C:33]=1[S:39]([NH:1][C:2]1[CH:7]=[N:6][CH:5]=[C:4]([C:8]2[S:12][C:11]([C:13]3[CH:14]=[C:15]4[C:19](=[CH:20][CH:21]=3)[C:18](=[O:22])[N:17]([CH2:23][CH2:24][N:25]3[CH2:26][CH2:27][O:28][CH2:29][CH2:30]3)[CH2:16]4)=[CH:10][CH:9]=2)[CH:3]=1)(=[O:41])=[O:40]. Given the reactants [NH2:1][C:2]1[CH:3]=[C:4]([C:8]2[S:12][C:11]([C:13]3[CH:14]=[C:15]4[C:19](=[CH:20][CH:21]=3)[C:18](=[O:22])[N:17]([CH2:23][CH2:24][N:25]3[CH2:30][CH2:29][O:28][CH2:27][CH2:26]3)[CH2:16]4)=[CH:10][CH:9]=2)[CH:5]=[N:6][CH:7]=1.[F:31][C:32]1[CH:37]=[C:36]([F:38])[CH:35]=[CH:34][C:33]=1[S:39](Cl)(=[O:41])=[O:40], predict the reaction product.